Dataset: Reaction yield outcomes from USPTO patents with 853,638 reactions. Task: Predict the reaction yield, written as a fraction of the theoretical maximum amount of product (1.0 means a 100% yield; for example, 0.34 means a 34% yield). The reactants are ClC1N=CC2CN(C(=O)C)C3C=CC=CC=3C=CC=2C=1.COC1C=CC(B2OC(C)(C)C(C)(C)O2)=CN=1.[C:38]([N:41]1[C:48]2[CH:49]=[CH:50][CH:51]=[CH:52][C:47]=2[CH:46]=[CH:45][C:44]2[N:53]=[C:54]([C:58]3[CH:59]=[N:60][C:61]([O:64][CH3:65])=[CH:62][CH:63]=3)[C:55](F)=[CH:56][C:43]=2[CH2:42]1)(=[O:40])[CH3:39]. No catalyst specified. The product is [C:38]([N:41]1[C:48]2[CH:49]=[CH:50][CH:51]=[CH:52][C:47]=2[CH:46]=[CH:45][C:56]2[CH:55]=[C:54]([C:58]3[CH:59]=[N:60][C:61]([O:64][CH3:65])=[CH:62][CH:63]=3)[N:53]=[CH:44][C:43]=2[CH2:42]1)(=[O:40])[CH3:39]. The yield is 0.650.